From a dataset of Reaction yield outcomes from USPTO patents with 853,638 reactions. Predict the reaction yield, written as a fraction of the theoretical maximum amount of product (1.0 means a 100% yield; for example, 0.34 means a 34% yield). (1) The product is [CH:19]1[C:31]2[CH:30]([CH2:32][O:33][C:34]([NH:1][CH:2]3[CH2:8][CH2:7][CH2:6][CH2:5][N:4]([CH2:9][C:10]([OH:12])=[O:11])[C:3]3=[O:13])=[O:35])[C:29]3[C:24](=[CH:25][CH:26]=[CH:27][CH:28]=3)[C:23]=2[CH:22]=[CH:21][CH:20]=1. The reactants are [NH2:1][CH:2]1[CH2:8][CH2:7][CH2:6][CH2:5][N:4]([CH2:9][C:10]([OH:12])=[O:11])[C:3]1=[O:13].C(=O)([O-])O.[Na+].[CH:19]1[C:31]2[CH:30]([CH2:32][O:33][C:34](ON3C(=O)CCC3=O)=[O:35])[C:29]3[C:24](=[CH:25][CH:26]=[CH:27][CH:28]=3)[C:23]=2[CH:22]=[CH:21][CH:20]=1.CCOCC. The catalyst is O.O1CCCC1. The yield is 0.980. (2) The reactants are C([O:8][C:9]1[CH:17]=[CH:16][C:15]2[NH:14][C:13]3[C:18](=[CH:21][C:22]([O:24][CH2:25][CH3:26])=[O:23])[CH2:19][CH2:20][C:12]=3[C:11]=2[CH:10]=1)C1C=CC=CC=1.C(OCC)(=O)C.C(O)=O. The catalyst is [Pd].C(N(CC)CC)C. The product is [OH:8][C:9]1[CH:17]=[CH:16][C:15]2[NH:14][C:13]3[CH:18]([CH2:21][C:22]([O:24][CH2:25][CH3:26])=[O:23])[CH2:19][CH2:20][C:12]=3[C:11]=2[CH:10]=1. The yield is 0.745. (3) The reactants are [CH2:1]([N:8]([CH2:20][CH2:21][C:22]1[CH:27]=[CH:26][C:25]([O:28][CH2:29][C:30]2[CH:35]=[CH:34][CH:33]=[CH:32][CH:31]=2)=[CH:24][CH:23]=1)[CH:9]([CH3:19])[C:10]([C:12]1[CH:17]=[CH:16][C:15]([OH:18])=[CH:14][CH:13]=1)=[O:11])[C:2]1[CH:7]=[CH:6][CH:5]=[CH:4][CH:3]=1.[ClH:36]. The catalyst is CC(=O)CC. The product is [ClH:36].[CH2:1]([N:8]([CH2:20][CH2:21][C:22]1[CH:23]=[CH:24][C:25]([O:28][CH2:29][C:30]2[CH:31]=[CH:32][CH:33]=[CH:34][CH:35]=2)=[CH:26][CH:27]=1)[CH:9]([CH3:19])[C:10]([C:12]1[CH:17]=[CH:16][C:15]([OH:18])=[CH:14][CH:13]=1)=[O:11])[C:2]1[CH:7]=[CH:6][CH:5]=[CH:4][CH:3]=1. The yield is 0.950.